From a dataset of Catalyst prediction with 721,799 reactions and 888 catalyst types from USPTO. Predict which catalyst facilitates the given reaction. (1) Reactant: [C:1]([O:4][C@H:5]1[C@H:13]([O:14][C:15](=[O:17])[CH3:16])[C@@H:12]([CH2:18][O:19]C(=O)C)[O:11][C@H:7]([S:8][CH2:9][CH3:10])[C@H:6]1[N:23]=[N+:24]=[N-:25])(=[O:3])[CH3:2].CC(O)=O.[Si:30](Cl)([C:33]([CH3:36])([CH3:35])[CH3:34])([CH3:32])[CH3:31]. Product: [C:1]([O:4][C@H:5]1[C@H:13]([O:14][C:15](=[O:17])[CH3:16])[C@@H:12]([CH2:18][O:19][Si:30]([C:33]([CH3:36])([CH3:35])[CH3:34])([CH3:32])[CH3:31])[O:11][C@H:7]([S:8][CH2:9][CH3:10])[C@H:6]1[N:23]=[N+:24]=[N-:25])(=[O:3])[CH3:2]. The catalyst class is: 5. (2) Reactant: [CH2:1]([O:8][C@H:9]1[C@H:21]([OH:22])[C@H:20]([OH:23])[C@H:19]([CH3:24])[O:18][C@@H:10]1[S:11][C:12]1[CH:17]=[CH:16][CH:15]=[CH:14][CH:13]=1)[C:2]1[CH:7]=[CH:6][CH:5]=[CH:4][CH:3]=1.[F-].[Cs+].[CH:27]1[CH:32]=[CH:31][C:30]([CH2:33]Br)=[CH:29][CH:28]=1. Product: [CH2:1]([O:8][C@H:9]1[C@H:21]([O:22][CH2:33][C:30]2[CH:31]=[CH:32][CH:27]=[CH:28][CH:29]=2)[C@H:20]([OH:23])[C@H:19]([CH3:24])[O:18][C@@H:10]1[S:11][C:12]1[CH:17]=[CH:16][CH:15]=[CH:14][CH:13]=1)[C:2]1[CH:3]=[CH:4][CH:5]=[CH:6][CH:7]=1. The catalyst class is: 11.